The task is: Predict the product of the given reaction.. This data is from Forward reaction prediction with 1.9M reactions from USPTO patents (1976-2016). (1) Given the reactants [F:1][C:2]1[CH:3]=[C:4]([CH:7]=[CH:8][C:9]=1OC)[CH:5]=[O:6].[H-].[CH2:13]1COCC1, predict the reaction product. The product is: [F:1][C:2]1[CH:3]=[C:4]([CH2:5][OH:6])[CH:7]=[CH:8][C:9]=1[CH3:13]. (2) Given the reactants [Cl:1][C:2]1[CH:3]=[C:4]([NH:8][C:9]2[CH:14]=[C:13]([NH2:15])[N:12]=[CH:11][N:10]=2)[CH:5]=[CH:6][CH:7]=1.[CH3:16][O:17][C:18]1[CH:23]=[CH:22][C:21]([O:24][CH3:25])=[CH:20][C:19]=1[N:26]=[C:27]=[O:28], predict the reaction product. The product is: [Cl:1][C:2]1[CH:3]=[C:4]([NH:8][C:9]2[N:10]=[CH:11][N:12]=[C:13]([NH:15][C:27]([NH:26][C:19]3[CH:20]=[C:21]([O:24][CH3:25])[CH:22]=[CH:23][C:18]=3[O:17][CH3:16])=[O:28])[CH:14]=2)[CH:5]=[CH:6][CH:7]=1. (3) Given the reactants [Br-].[CH2:2]([N+:15]1([CH3:21])[CH2:20][CH2:19][CH2:18][CH2:17][CH2:16]1)[CH2:3][CH2:4][CH2:5][CH2:6][CH2:7][N+:8]1([CH3:14])[CH2:13][CH2:12][CH2:11][CH2:10][CH2:9]1.[Br-].[OH-:23], predict the reaction product. The product is: [OH-:23].[CH2:2]([N+:15]1([CH3:21])[CH2:20][CH2:19][CH2:18][CH2:17][CH2:16]1)[CH2:3][CH2:4][CH2:5][CH2:6][CH2:7][N+:8]1([CH3:14])[CH2:9][CH2:10][CH2:11][CH2:12][CH2:13]1.[OH-:23].